From a dataset of Peptide-MHC class I binding affinity with 185,985 pairs from IEDB/IMGT. Regression. Given a peptide amino acid sequence and an MHC pseudo amino acid sequence, predict their binding affinity value. This is MHC class I binding data. (1) The peptide sequence is RIGGVLIFR. The binding affinity (normalized) is 0.0847. The MHC is HLA-B46:01 with pseudo-sequence HLA-B46:01. (2) The peptide sequence is LLLEWLAEV. The MHC is HLA-A02:06 with pseudo-sequence HLA-A02:06. The binding affinity (normalized) is 1.00. (3) The peptide sequence is FKVRPQVPL. The MHC is HLA-B54:01 with pseudo-sequence HLA-B54:01. The binding affinity (normalized) is 0.184. (4) The peptide sequence is FVNRYGVAY. The MHC is HLA-A26:02 with pseudo-sequence HLA-A26:02. The binding affinity (normalized) is 1.00.